From a dataset of Catalyst prediction with 721,799 reactions and 888 catalyst types from USPTO. Predict which catalyst facilitates the given reaction. (1) Reactant: [F:1][C:2]1[CH:11]=[CH:10][C:9]([C:12]([NH2:14])=[O:13])=[C:8]2[C:3]=1[CH:4]=[C:5]([N+:15]([O-:17])=[O:16])[CH2:6][O:7]2.C(O)(C)C.[BH4-].[Na+]. Product: [F:1][C:2]1[CH:11]=[CH:10][C:9]([C:12]([NH2:14])=[O:13])=[C:8]2[C:3]=1[CH2:4][CH:5]([N+:15]([O-:17])=[O:16])[CH2:6][O:7]2. The catalyst class is: 22. (2) Reactant: [O:1]1[CH2:6][CH:5]=[C:4]([C:7]2[CH:30]=[CH:29][C:28]([S:31]([CH3:34])(=[O:33])=[O:32])=[CH:27][C:8]=2[C:9]([N:11]2[CH2:16][CH2:15][N:14]([C:17]3[CH:22]=[CH:21][C:20]([C:23](=O)[CH3:24])=[CH:19][C:18]=3[F:26])[CH2:13][CH2:12]2)=[O:10])[CH2:3][CH2:2]1. Product: [CH2:23]([C:20]1[CH:21]=[CH:22][C:17]([N:14]2[CH2:15][CH2:16][N:11]([C:9]([C:8]3[CH:27]=[C:28]([S:31]([CH3:34])(=[O:33])=[O:32])[CH:29]=[CH:30][C:7]=3[CH:4]3[CH2:5][CH2:6][O:1][CH2:2][CH2:3]3)=[O:10])[CH2:12][CH2:13]2)=[C:18]([F:26])[CH:19]=1)[CH3:24]. The catalyst class is: 319. (3) Reactant: [C:1]([C:3]1[CH:4]=[C:5]([CH:10]=[C:11]([C:15]#[CH:16])[C:12]=1[O:13][CH3:14])[C:6]([O:8]C)=[O:7])#[N:2].O.[OH-].[Li+]. Product: [C:1]([C:3]1[CH:4]=[C:5]([CH:10]=[C:11]([C:15]#[CH:16])[C:12]=1[O:13][CH3:14])[C:6]([OH:8])=[O:7])#[N:2]. The catalyst class is: 30. (4) Reactant: [F:1][C:2]([F:34])([F:33])[C:3]1[CH:32]=[CH:31][C:6]([CH2:7][O:8][C:9]([N:11]2[CH2:16][CH2:15][CH2:14][CH:13]([C:17]3[CH:22]=[CH:21][C:20]([CH3:23])=[C:19]([NH:24][CH2:25][C:26]([O:28]CC)=[O:27])[CH:18]=3)[CH2:12]2)=[O:10])=[CH:5][CH:4]=1.C(=O)([O-])[O-].[K+].[K+].CO. Product: [F:33][C:2]([F:1])([F:34])[C:3]1[CH:32]=[CH:31][C:6]([CH2:7][O:8][C:9]([N:11]2[CH2:16][CH2:15][CH2:14][CH:13]([C:17]3[CH:22]=[CH:21][C:20]([CH3:23])=[C:19]([NH:24][CH2:25][C:26]([OH:28])=[O:27])[CH:18]=3)[CH2:12]2)=[O:10])=[CH:5][CH:4]=1. The catalyst class is: 6. (5) Reactant: [C:1](Cl)(=[O:8])[C:2]1[CH:7]=[CH:6][CH:5]=[CH:4][CH:3]=1.Cl.[CH3:11][O:12][C:13](=[O:19])[C@@H:14]1[CH2:18][CH2:17][CH2:16][NH:15]1.CCN(CC)CC. Product: [CH3:11][O:12][C:13]([CH:14]1[CH2:18][CH2:17][CH2:16][N:15]1[C:1](=[O:8])[C:2]1[CH:7]=[CH:6][CH:5]=[CH:4][CH:3]=1)=[O:19]. The catalyst class is: 2. (6) Reactant: Cl.[Cl:2][C:3]1[C:4]([CH3:26])=[C:5]([S:9]([N:12]2[CH2:17][CH2:16][CH2:15][C@H:14]([NH:18]C(=O)OC(C)(C)C)[CH2:13]2)(=[O:11])=[O:10])[CH:6]=[CH:7][CH:8]=1. Product: [ClH:2].[Cl:2][C:3]1[C:4]([CH3:26])=[C:5]([S:9]([N:12]2[CH2:17][CH2:16][CH2:15][C@H:14]([NH2:18])[CH2:13]2)(=[O:10])=[O:11])[CH:6]=[CH:7][CH:8]=1. The catalyst class is: 12.